Dataset: Full USPTO retrosynthesis dataset with 1.9M reactions from patents (1976-2016). Task: Predict the reactants needed to synthesize the given product. (1) Given the product [NH2:11][C:4]1[CH:3]=[C:2]([Cl:1])[CH:10]=[CH:9][C:5]=1[C:6]([NH:23][S:20]([C:14]1[CH:19]=[CH:18][CH:17]=[CH:16][CH:15]=1)(=[O:22])=[O:21])=[O:8], predict the reactants needed to synthesize it. The reactants are: [Cl:1][C:2]1[CH:10]=[CH:9][C:5]([C:6]([OH:8])=O)=[C:4]([N+:11]([O-])=O)[CH:3]=1.[C:14]1([S:20]([NH2:23])(=[O:22])=[O:21])[CH:19]=[CH:18][CH:17]=[CH:16][CH:15]=1.CCN=C=NCCCN(C)C.Cl. (2) Given the product [C:50]([CH2:51][C@@H:52]1[CH2:53][CH2:6][C@H:5]([NH:4][C:30]([C:29]2[C:23]3[C:24](=[N:25][CH:26]=[C:21]([C:15]4[C:14]5[C:18](=[CH:19][C:11]([F:10])=[CH:12][CH:13]=5)[N:17]([CH3:20])[N:16]=4)[N:22]=3)[N:27]([CH2:33][O:34][CH2:35][CH2:36][Si:37]([CH3:38])([CH3:39])[CH3:40])[CH:28]=2)=[O:32])[CH2:7]1)#[N:49], predict the reactants needed to synthesize it. The reactants are: C([N:4](CC)[CH:5]([CH3:7])[CH3:6])(C)C.[F:10][C:11]1[CH:19]=[C:18]2[C:14]([C:15]([C:21]3[N:22]=[C:23]4[C:29]([C:30]([OH:32])=O)=[CH:28][N:27]([CH2:33][O:34][CH2:35][CH2:36][Si:37]([CH3:40])([CH3:39])[CH3:38])[C:24]4=[N:25][CH:26]=3)=[N:16][N:17]2[CH3:20])=[CH:13][CH:12]=1.CN(C(O[N:49]1N=N[C:51]2[CH:52]=[CH:53]C=N[C:50]1=2)=[N+](C)C)C.F[P-](F)(F)(F)(F)F.O. (3) Given the product [Br:10][C:11]1[CH:20]=[C:19]2[C:14]([C:15]([Cl:24])=[N:16][CH:17]=[N:18]2)=[CH:13][CH:12]=1, predict the reactants needed to synthesize it. The reactants are: C(N(C(C)C)C(C)C)C.[Br:10][C:11]1[CH:20]=[C:19]2[C:14]([C:15](=O)[NH:16][CH:17]=[N:18]2)=[CH:13][CH:12]=1.O=P(Cl)(Cl)[Cl:24]. (4) Given the product [Si:30]([O:29][CH2:28][CH2:27][CH2:26][O:12][C:8]1[CH:9]=[C:10]([CH3:11])[C:5]2[CH:4]([CH2:13][C:14]([O:16][CH2:17][CH3:18])=[O:15])[O:3][B:2]([OH:1])[C:6]=2[CH:7]=1)([C:33]([CH3:34])([CH3:35])[CH3:36])([CH3:32])[CH3:31], predict the reactants needed to synthesize it. The reactants are: [OH:1][B:2]1[C:6]2[CH:7]=[C:8]([OH:12])[CH:9]=[C:10]([CH3:11])[C:5]=2[CH:4]([CH2:13][C:14]([O:16][CH2:17][CH3:18])=[O:15])[O:3]1.C(=O)([O-])[O-].[Cs+].[Cs+].Br[CH2:26][CH2:27][CH2:28][O:29][Si:30]([C:33]([CH3:36])([CH3:35])[CH3:34])([CH3:32])[CH3:31]. (5) Given the product [C:1]([NH:18][C@H:19]([C:23]([O:25][CH2:26][CH:27]([O:38][C:45](=[O:63])[CH2:46][CH2:47][CH2:48][CH2:49][CH2:50][CH2:51][CH2:52][CH2:53][CH2:54][CH2:55][CH2:56][CH2:57][CH2:58][CH2:59][CH2:60][CH2:61][CH3:62])[C:28]([O:30][CH2:31][C:32]1[CH:33]=[CH:34][CH:35]=[CH:36][CH:37]=1)=[O:29])=[O:24])[CH:20]([CH3:22])[CH3:21])([O:3][CH2:4][CH:5]1[C:6]2[C:11](=[CH:10][CH:9]=[CH:8][CH:7]=2)[C:12]2[C:17]1=[CH:16][CH:15]=[CH:14][CH:13]=2)=[O:2], predict the reactants needed to synthesize it. The reactants are: [C:1]([NH:18][C@H:19]([C:23]([O:25][CH2:26][CH:27]([OH:38])[C:28]([O:30][CH2:31][C:32]1[CH:37]=[CH:36][CH:35]=[CH:34][CH:33]=1)=[O:29])=[O:24])[CH:20]([CH3:22])[CH3:21])([O:3][CH2:4][CH:5]1[C:17]2[C:12](=[CH:13][CH:14]=[CH:15][CH:16]=2)[C:11]2[C:6]1=[CH:7][CH:8]=[CH:9][CH:10]=2)=[O:2].N1C=CC=CC=1.[C:45](Cl)(=[O:63])[CH2:46][CH2:47][CH2:48][CH2:49][CH2:50][CH2:51][CH2:52][CH2:53][CH2:54][CH2:55][CH2:56][CH2:57][CH2:58][CH2:59][CH2:60][CH2:61][CH3:62].C(=O)([O-])O.[Na+]. (6) Given the product [Cl:1][C:2]1[C:7]([C:8](=[O:16])[CH:9]=[CH:10][C:11]([O:13][CH2:14][CH3:15])=[O:12])=[CH:6][N:5]=[C:4]([S:17][CH3:18])[N:3]=1, predict the reactants needed to synthesize it. The reactants are: [Cl:1][C:2]1[C:7]([CH:8]([OH:16])[C:9]#[C:10][C:11]([O:13][CH2:14][CH3:15])=[O:12])=[CH:6][N:5]=[C:4]([S:17][CH3:18])[N:3]=1.C(N(CC)CC)C.